Task: Predict the reactants needed to synthesize the given product.. Dataset: Full USPTO retrosynthesis dataset with 1.9M reactions from patents (1976-2016) (1) Given the product [Cl:8][C:5]1[CH:6]=[CH:7][C:2]([C@@:30]2([O:51][CH3:22])[C@H:29]([OH:28])[C@@H:34]([OH:35])[C@H:33]([OH:40])[C@@H:32]([CH2:45][OH:46])[O:31]2)=[CH:3][C:4]=1[CH2:9][C:10]1[CH:15]=[CH:14][C:13]([O:16][CH2:17][CH:18]([F:20])[F:19])=[CH:12][CH:11]=1, predict the reactants needed to synthesize it. The reactants are: Br[C:2]1[CH:7]=[CH:6][C:5]([Cl:8])=[C:4]([CH2:9][C:10]2[CH:15]=[CH:14][C:13]([O:16][CH2:17][CH:18]([F:20])[F:19])=[CH:12][CH:11]=2)[CH:3]=1.[Li][CH2:22]CCC.C[Si](C)(C)[O:28][C@@H:29]1[C@@H:34]([O:35][Si](C)(C)C)[C@H:33]([O:40][Si](C)(C)C)[C@@H:32]([CH2:45][O:46][Si](C)(C)C)[O:31][C:30]1=[O:51].CS(O)(=O)=O.C(=O)(O)[O-].[Na+]. (2) The reactants are: [ClH:1].Cl.CN[C@@H]1CCN(C2C=C(NC34CC5CC(CC(C5)C3)C4)N=NC=2)C1.C[N:28]([C@@H:36]1[CH2:40][CH2:39][N:38]([C:41]2[CH:46]=[C:45](NC34CC5CC(CC(C5)C3)C4)[N:44]=[N:43][CH:42]=2)[CH2:37]1)[C:29](=[O:35])[O:30][C:31]([CH3:34])([CH3:33])[CH3:32].Cl.CCOCC. Given the product [Cl:1][C:45]1[N:44]=[N:43][CH:42]=[C:41]([N:38]2[CH2:39][CH2:40][C@@H:36]([NH:28][C:29](=[O:35])[O:30][C:31]([CH3:34])([CH3:33])[CH3:32])[CH2:37]2)[CH:46]=1, predict the reactants needed to synthesize it. (3) Given the product [S:6]1[C:2]2[CH:1]=[CH:33][CH:34]=[CH:35][C:3]=2[N:4]=[C:5]1[NH:7][C:8](=[O:32])[C:9]1[CH:14]=[CH:13][C:12]([O:15][C:16]2[CH:21]=[CH:20][N:19]=[C:18]3[NH:22][N:23]=[C:24]([NH:25][C@@H:26]4[CH2:31][CH2:30][CH2:29][NH:28][CH2:27]4)[C:17]=23)=[CH:11][CH:10]=1, predict the reactants needed to synthesize it. The reactants are: [CH3:1][C:2]1[S:6][C:5]([NH:7][C:8](=[O:32])[C:9]2[CH:14]=[CH:13][C:12]([O:15][C:16]3[CH:21]=[CH:20][N:19]=[C:18]4[NH:22][N:23]=[C:24]([NH:25][C@@H:26]5[CH2:31][CH2:30][CH2:29][NH:28][CH2:27]5)[C:17]=34)=[CH:11][CH:10]=2)=[N:4][CH:3]=1.[C:33](Cl)(=O)[CH:34]=[CH2:35].